This data is from Full USPTO retrosynthesis dataset with 1.9M reactions from patents (1976-2016). The task is: Predict the reactants needed to synthesize the given product. (1) Given the product [CH2:1]([CH:5]1[CH2:10][CH:9]2[CH2:11][CH:6]1[CH:7]=[CH:8]2)[CH2:2][CH2:3][CH3:4].[CH2:12]([O:16][C:17]([CH:19]1[CH2:24][CH:23]2[CH2:25][CH:20]1[CH:21]=[CH:22]2)=[O:18])[CH2:13][CH2:14][CH3:15].[CH3:26][O:27][C:28]([CH:30]1[CH2:35][CH:34]2[CH2:36][CH:31]1[CH:32]=[CH:33]2)=[O:29], predict the reactants needed to synthesize it. The reactants are: [CH2:1]([CH:5]1[CH2:10][CH:9]2[CH2:11][CH:6]1[CH:7]=[CH:8]2)[CH2:2][CH2:3][CH3:4].[CH2:12]([O:16][C:17]([CH:19]1[CH2:24][CH:23]2[CH2:25][CH:20]1[CH:21]=[CH:22]2)=[O:18])[CH2:13][CH2:14][CH3:15].[CH3:26][O:27][C:28]([CH:30]1[CH2:35][CH:34]2[CH2:36][CH:31]1[CH:32]=[CH:33]2)=[O:29].FC1C([B-](C2C(F)=C(F)C(F)=C(F)C=2F)(C2C(F)=C(F)C(F)=C(F)C=2F)C2C(F)=C(F)C(F)=C(F)C=2F)=C(F)C(F)=C(F)C=1F.C[NH+](C)C1C=CC=CC=1.C1(P(C2CCCCC2)C2CCCCC2)CCCCC1. (2) Given the product [Cl:22][C:20]1[CH:21]=[C:16]2[C:15]([C:24]3[CH:29]=[N:28][CH:27]=[N:26][CH:25]=3)=[C:14]([C:11]3[CH:10]=[CH:9][C:8]([NH2:7])=[CH:13][CH:12]=3)[NH:23][C:17]2=[N:18][CH:19]=1, predict the reactants needed to synthesize it. The reactants are: C(OC(=O)[NH:7][C:8]1[CH:13]=[CH:12][C:11]([C:14]2[NH:23][C:17]3=[N:18][CH:19]=[C:20]([Cl:22])[CH:21]=[C:16]3[C:15]=2[C:24]2[CH:25]=[N:26][CH:27]=[N:28][CH:29]=2)=[CH:10][CH:9]=1)(C)(C)C. (3) Given the product [C:5]([C:8]1[CH:14]=[CH:13][C:11]([NH:12][C:3]([NH2:2])=[S:4])=[CH:10][CH:9]=1)(=[O:7])[CH3:6], predict the reactants needed to synthesize it. The reactants are: [NH4+].[N:2]#[C:3][S-:4].[C:5]([C:8]1[CH:14]=[CH:13][C:11]([NH2:12])=[CH:10][CH:9]=1)(=[O:7])[CH3:6]. (4) Given the product [CH2:21]([S:28]([NH:31][C:32]([CH:34]1[CH2:39][CH2:38][N:37]([C:3]2[C:2]([Br:1])=[CH:12][C:6]([C:7]([O:9][CH2:10][CH3:11])=[O:8])=[C:5]([CH2:13][N:14]3[CH2:18][CH2:17][CH2:16][C:15]3=[O:19])[N:4]=2)[CH2:36][CH2:35]1)=[O:33])(=[O:29])=[O:30])[C:22]1[CH:23]=[CH:24][CH:25]=[CH:26][CH:27]=1, predict the reactants needed to synthesize it. The reactants are: [Br:1][C:2]1[C:3](Cl)=[N:4][C:5]([CH2:13][N:14]2[CH2:18][CH2:17][CH2:16][C:15]2=[O:19])=[C:6]([CH:12]=1)[C:7]([O:9][CH2:10][CH3:11])=[O:8].[CH2:21]([S:28]([NH:31][C:32]([CH:34]1[CH2:39][CH2:38][NH:37][CH2:36][CH2:35]1)=[O:33])(=[O:30])=[O:29])[C:22]1[CH:27]=[CH:26][CH:25]=[CH:24][CH:23]=1.CCN(C(C)C)C(C)C. (5) Given the product [Br:13][C:9]1[CH:10]=[C:2]([C:1]([OH:12])=[O:11])[CH:3]=[C:4]([CH:8]=1)[C:5]([OH:7])=[O:6], predict the reactants needed to synthesize it. The reactants are: [C:1]([OH:12])(=[O:11])[C:2]1[CH:10]=[CH:9][CH:8]=[C:4]([C:5]([OH:7])=[O:6])[CH:3]=1.[Br:13]N1C(=O)CCC1=O. (6) Given the product [CH3:19][C:13]12[CH2:14][CH:15]3[CH2:17][C:11]([CH3:20])([CH2:10][C:9]([C:1]4([OH:7])[CH:6]=[CH:5][CH:4]=[CH:3][CH2:2]4)([CH2:16]3)[CH2:18]1)[CH2:12]2, predict the reactants needed to synthesize it. The reactants are: [C:1]1([OH:7])[CH:6]=[CH:5][CH:4]=[CH:3][CH:2]=1.Br[C:9]12[CH2:18][C:13]3([CH3:19])[CH2:14][CH:15]([CH2:17][C:11]([CH3:20])([CH2:12]3)[CH2:10]1)[CH2:16]2.[OH-].[Na+].